This data is from Forward reaction prediction with 1.9M reactions from USPTO patents (1976-2016). The task is: Predict the product of the given reaction. (1) The product is: [CH3:75][N:25]([CH3:24])[C:26]1[CH:31]=[CH:30][C:29]([N:32]=[N:33][C:34]2[CH:35]=[CH:36][C:37]([C:38]([NH:40][CH2:41][CH:42]([CH2:46][CH2:47][C:48]([F:72])([F:71])[C:49]([F:69])([F:70])[C:50]([F:67])([F:68])[C:51]([F:65])([F:66])[C:52]([F:63])([F:64])[C:53]([F:62])([F:61])[C:54]([F:60])([F:59])[C:55]([F:58])([F:57])[F:56])[C:43]([NH:10][CH2:11][CH2:12][CH2:13][O:14][CH2:15][CH:16]3[CH2:21][O:19][C:18]([CH3:22])([CH3:23])[O:17]3)=[O:44])=[O:39])=[CH:73][CH:74]=2)=[CH:28][CH:27]=1. Given the reactants C(N(CC)C(C)C)(C)C.[NH2:10][CH2:11][CH2:12][CH2:13][O:14][CH2:15][CH:16]1[CH2:21]C[O:19][C:18]([CH3:23])([CH3:22])[O:17]1.[CH3:24][N:25]([CH3:75])[C:26]1[CH:31]=[CH:30][C:29]([N:32]=[N:33][C:34]2[CH:74]=[CH:73][C:37]([C:38]([NH:40][CH2:41][CH:42]([CH2:46][CH2:47][C:48]([F:72])([F:71])[C:49]([F:70])([F:69])[C:50]([F:68])([F:67])[C:51]([F:66])([F:65])[C:52]([F:64])([F:63])[C:53]([F:62])([F:61])[C:54]([F:60])([F:59])[C:55]([F:58])([F:57])[F:56])[C:43](O)=[O:44])=[O:39])=[CH:36][CH:35]=2)=[CH:28][CH:27]=1, predict the reaction product. (2) Given the reactants [O:1]1[CH:6]([C:7]([O-:9])=O)[CH2:5][NH:4][C:3]2[CH:10]=[CH:11][CH:12]=[CH:13][C:2]1=2.[Li+].[NH2:15][C@@H:16]([CH2:33][C:34]1[CH:39]=[CH:38][CH:37]=[CH:36][CH:35]=1)[C@H:17]([OH:32])[CH2:18][NH:19][C@@H:20]1[C:29]2[C:24](=[CH:25][CH:26]=[C:27]([CH2:30][CH3:31])[CH:28]=2)[O:23][CH2:22][CH2:21]1, predict the reaction product. The product is: [CH2:30]([C:27]1[CH:28]=[C:29]2[C:24](=[CH:25][CH:26]=1)[O:23][CH2:22][CH2:21][C@@H:20]2[NH:19][CH2:18][C@@H:17]([OH:32])[C@@H:16]([NH:15][C:7]([CH:6]1[O:1][C:2]2[CH:13]=[CH:12][CH:11]=[CH:10][C:3]=2[NH:4][CH2:5]1)=[O:9])[CH2:33][C:34]1[CH:35]=[CH:36][CH:37]=[CH:38][CH:39]=1)[CH3:31]. (3) The product is: [Cl:19][C:20]1[CH:21]=[CH:22][C:23]([C@@:26]2([CH:38]([CH3:40])[CH3:39])[C@@:28]3([C:36]4[C:31](=[CH:32][CH:33]=[CH:34][CH:35]=4)[N:30]([C:12]4[CH:11]=[C:10]([CH:15]=[C:14]([N:3]5[CH2:4][CH2:5][O:1][C:2]5=[O:6])[CH:13]=4)[C:9]([OH:8])=[O:18])[C:29]3=[O:37])[CH2:27]2)=[CH:24][CH:25]=1. Given the reactants [O:1]1[CH2:5][CH2:4][NH:3][C:2]1=[O:6].C[O:8][C:9](=[O:18])[C:10]1[CH:15]=[C:14](I)[CH:13]=[C:12](Br)[CH:11]=1.[Cl:19][C:20]1[CH:25]=[CH:24][C:23]([C@@:26]2([CH:38]([CH3:40])[CH3:39])[C@@:28]3([C:36]4[C:31](=[CH:32][CH:33]=[CH:34][CH:35]=4)[NH:30][C:29]3=[O:37])[CH2:27]2)=[CH:22][CH:21]=1, predict the reaction product. (4) Given the reactants [C:1]([N:9]1[CH2:14][CH2:13][N:12]([CH2:15][C:16]([OH:18])=O)[CH2:11][CH2:10]1)(=[O:8])[C:2]1[CH:7]=[CH:6][CH:5]=[CH:4][CH:3]=1.Cl.[NH:20]1[CH2:23][CH2:22][CH2:21]1.Cl.C(N=C=NCCCN(C)C)C.ON1C2C=CC=CC=2N=N1, predict the reaction product. The product is: [N:20]1([C:16](=[O:18])[CH2:15][N:12]2[CH2:11][CH2:10][N:9]([C:1](=[O:8])[C:2]3[CH:3]=[CH:4][CH:5]=[CH:6][CH:7]=3)[CH2:14][CH2:13]2)[CH2:23][CH2:22][CH2:21]1. (5) The product is: [Br:1][C:2]1[N+:7]([O-:18])=[C:6]([CH3:8])[C:5]([F:9])=[CH:4][CH:3]=1. Given the reactants [Br:1][C:2]1[N:7]=[C:6]([CH3:8])[C:5]([F:9])=[CH:4][CH:3]=1.C1C=C(Cl)C=C(C(OO)=[O:18])C=1.C([O-])(O)=O.[Na+].[O-]S([O-])(=S)=O.[Na+].[Na+], predict the reaction product. (6) Given the reactants Br[C:2]1[CH:7]=[CH:6][C:5]([CH3:8])=[CH:4][C:3]=1[CH3:9].[C:10]1([CH3:19])[CH:15]=[CH:14][CH:13]=[CH:12][C:11]=1B(O)O.P([O-])([O-])([O-])=O.[K+].[K+].[K+].C1(C)C=CC=CC=1, predict the reaction product. The product is: [CH3:9][C:3]1[CH:4]=[C:5]([CH3:8])[CH:6]=[CH:7][C:2]=1[C:11]1[CH:12]=[CH:13][CH:14]=[CH:15][C:10]=1[CH3:19].